From a dataset of Forward reaction prediction with 1.9M reactions from USPTO patents (1976-2016). Predict the product of the given reaction. (1) Given the reactants [NH2:1][C:2]1[CH:3]=[C:4]([NH:10][S:11]([CH3:14])(=[O:13])=[O:12])[C:5]([O:8][CH3:9])=[N:6][CH:7]=1.[Cl:15][C:16]1[CH:17]=[C:18]([C:23]2[N:28]=[C:27]([CH3:29])[N:26]=[C:25]([NH2:30])[N:24]=2)[C:19](F)=[N:20][CH:21]=1.C[Si]([N-][Si](C)(C)C)(C)C.[Na+].[NH4+].[Cl-], predict the reaction product. The product is: [NH2:30][C:25]1[N:26]=[C:27]([CH3:29])[N:28]=[C:23]([C:18]2[C:19]([NH:1][C:2]3[CH:3]=[C:4]([NH:10][S:11]([CH3:14])(=[O:13])=[O:12])[C:5]([O:8][CH3:9])=[N:6][CH:7]=3)=[N:20][CH:21]=[C:16]([Cl:15])[CH:17]=2)[N:24]=1. (2) Given the reactants [CH:1]1([OH:7])[CH2:6][CH2:5][CH2:4][CH2:3][CH2:2]1.O[N:9]1[C:13](=[O:14])[C:12]2=[CH:15][CH:16]=[CH:17][CH:18]=[C:11]2[C:10]1=[O:19].N(C(OC(C)(C)C)=O)=NC(OC(C)(C)C)=O, predict the reaction product. The product is: [CH:1]1([O:7][N:9]2[C:13](=[O:14])[C:12]3[C:11](=[CH:18][CH:17]=[CH:16][CH:15]=3)[C:10]2=[O:19])[CH2:6][CH2:5][CH2:4][CH2:3][CH2:2]1. (3) The product is: [N+:9]([C:5]1[CH:4]=[CH:3][C:2]([NH:19][CH2:20][CH2:21][CH2:22][CH2:23][CH2:24][OH:25])=[CH:7][C:6]=1[CH3:8])([O-:11])=[O:10]. Given the reactants F[C:2]1[CH:3]=[CH:4][C:5]([N+:9]([O-:11])=[O:10])=[C:6]([CH3:8])[CH:7]=1.CN1CCCC1=O.[NH2:19][CH2:20][CH2:21][CH2:22][CH2:23][CH2:24][OH:25].C([O-])([O-])=O.[K+].[K+], predict the reaction product. (4) Given the reactants [NH2:1][C:2]1[C:3]([OH:24])=[CH:4][C:5]([CH2:8][NH:9][CH:10]=[C:11]2[C:20]3[C:15](=[CH:16][CH:17]=[C:18]([I:21])[CH:19]=3)[C:14](=[O:22])[NH:13][C:12]2=[O:23])=[N:6][CH:7]=1.[C:25](Cl)(=[O:28])[CH2:26][CH3:27], predict the reaction product. The product is: [OH:24][C:3]1[CH:4]=[C:5]([CH2:8][NH:9][CH:10]=[C:11]2[C:20]3[C:15](=[CH:16][CH:17]=[C:18]([I:21])[CH:19]=3)[C:14](=[O:22])[NH:13][C:12]2=[O:23])[N:6]=[CH:7][C:2]=1[NH:1][C:25](=[O:28])[CH2:26][CH3:27]. (5) Given the reactants [F:1][C:2]([F:52])([F:51])[C:3]1[CH:4]=[C:5]([CH:48]=[CH:49][CH:50]=1)[CH2:6][NH:7][C:8]([C:10]1[CH:15]=[CH:14][N:13]=[C:12]([C:16]2[CH:21]=[C:20]([N:22]3[CH2:27][CH2:26][O:25][CH2:24][CH2:23]3)[CH:19]=[CH:18][C:17]=2[NH:28][C:29]([C:31]2[CH:32]=[C:33]([CH:45]=[CH:46][CH:47]=2)[CH2:34][S:35][CH2:36][CH2:37][C:38]([O:40]C(C)(C)C)=[O:39])=[O:30])[CH:11]=1)=[O:9].FC(F)(F)C(O)=O, predict the reaction product. The product is: [F:52][C:2]([F:1])([F:51])[C:3]1[CH:4]=[C:5]([CH:48]=[CH:49][CH:50]=1)[CH2:6][NH:7][C:8]([C:10]1[CH:15]=[CH:14][N:13]=[C:12]([C:16]2[CH:21]=[C:20]([N:22]3[CH2:23][CH2:24][O:25][CH2:26][CH2:27]3)[CH:19]=[CH:18][C:17]=2[NH:28][C:29]([C:31]2[CH:32]=[C:33]([CH:45]=[CH:46][CH:47]=2)[CH2:34][S:35][CH2:36][CH2:37][C:38]([OH:40])=[O:39])=[O:30])[CH:11]=1)=[O:9]. (6) Given the reactants C([O:3][C:4](=[O:34])[CH2:5][CH:6]([N:10]1[C:14]2[CH:15]=[CH:16][CH:17]=[CH:18][C:13]=2[N:12]([CH2:19][C:20]2[CH:21]=[CH:22][C:23]([Cl:32])=[C:24]3[C:28]=2[N:27]([CH3:29])[C:26]([CH3:30])=[C:25]3[CH3:31])[C:11]1=[O:33])[CH2:7][CH2:8][CH3:9])C.O.[OH-].[Li+], predict the reaction product. The product is: [Cl:32][C:23]1[CH:22]=[CH:21][C:20]([CH2:19][N:12]2[C:13]3[CH:18]=[CH:17][CH:16]=[CH:15][C:14]=3[N:10]([CH:6]([CH2:7][CH2:8][CH3:9])[CH2:5][C:4]([OH:34])=[O:3])[C:11]2=[O:33])=[C:28]2[C:24]=1[C:25]([CH3:31])=[C:26]([CH3:30])[N:27]2[CH3:29]. (7) Given the reactants [C:1]1([C:9]2[CH:14]=[CH:13][CH:12]=[CH:11][CH:10]=2)[C:2]([CH:7]=O)=[CH:3][CH:4]=[CH:5][CH:6]=1.[C:15]([NH:18][NH2:19])([NH2:17])=[NH:16].[ClH:20], predict the reaction product. The product is: [ClH:20].[C:9]1([C:1]2[CH:6]=[CH:5][CH:4]=[CH:3][C:2]=2[CH:7]=[N:19][NH:18][C:15]([NH2:17])=[NH:16])[CH:14]=[CH:13][CH:12]=[CH:11][CH:10]=1. (8) Given the reactants Cl[C:2]1[CH:7]=[C:6]([O:8][CH2:9][C:10]2[CH:15]=[CH:14][CH:13]=[CH:12][N:11]=2)[N:5]=[C:4]2[CH2:16][CH2:17][CH2:18][C:3]=12.[CH3:19][C:20]1[CH:25]=[CH:24][CH:23]=[C:22]([Sn](CCCC)(CCCC)CCCC)[N:21]=1.O1CCOCC1, predict the reaction product. The product is: [CH3:19][C:20]1[N:21]=[C:22]([C:2]2[CH:7]=[C:6]([O:8][CH2:9][C:10]3[CH:15]=[CH:14][CH:13]=[CH:12][N:11]=3)[N:5]=[C:4]3[CH2:16][CH2:17][CH2:18][C:3]=23)[CH:23]=[CH:24][CH:25]=1. (9) Given the reactants [H-].[Na+].[Br:3][C:4]1[CH:10]=[C:9]([F:11])[C:7]([NH2:8])=[C:6]([F:12])[CH:5]=1.Cl[C:14]1[C:23]2[C:18](=[CH:19][C:20]([O:26][CH2:27][CH:28]3[CH2:33][CH2:32][N:31]([CH3:34])[CH2:30][CH2:29]3)=[C:21]([O:24][CH3:25])[CH:22]=2)[N:17]=[CH:16][N:15]=1, predict the reaction product. The product is: [Br:3][C:4]1[CH:10]=[C:9]([F:11])[C:7]([NH:8][C:14]2[C:23]3[C:18](=[CH:19][C:20]([O:26][CH2:27][CH:28]4[CH2:33][CH2:32][N:31]([CH3:34])[CH2:30][CH2:29]4)=[C:21]([O:24][CH3:25])[CH:22]=3)[N:17]=[CH:16][N:15]=2)=[C:6]([F:12])[CH:5]=1. (10) Given the reactants [Cl:1][C:2]1[CH:7]=[CH:6][C:5]([S:8][C:9]2[C:10]([I:14])=[N:11][NH:12][CH:13]=2)=[CH:4][CH:3]=1.C([O-])([O-])=O.[K+].[K+].I[CH2:22][CH3:23], predict the reaction product. The product is: [Cl:1][C:2]1[CH:3]=[CH:4][C:5]([S:8][C:9]2[C:10]([I:14])=[N:11][N:12]([CH2:22][CH3:23])[CH:13]=2)=[CH:6][CH:7]=1.